From a dataset of Reaction yield outcomes from USPTO patents with 853,638 reactions. Predict the reaction yield, written as a fraction of the theoretical maximum amount of product (1.0 means a 100% yield; for example, 0.34 means a 34% yield). (1) The reactants are [O:1]1[C:5]2[CH:6]=[CH:7][C:8]([C:10]3[S:11][CH:12]=[C:13]([C:15]([OH:17])=O)[N:14]=3)=[CH:9][C:4]=2[CH2:3][CH2:2]1.Br.[NH2:19][C:20]1[NH:24][C:23]2[CH:25]=[CH:26][C:27]([C:29]([N:31]3[CH2:36][CH2:35][N:34]([CH2:37][CH:38]4[CH2:42][CH2:41][CH2:40][O:39]4)[CH2:33][CH2:32]3)=[O:30])=[CH:28][C:22]=2[N:21]=1.F[P-](F)(F)(F)(F)F.N1(OC(N(C)C)=[N+](C)C)C2C=CC=CC=2N=N1.C(N(CC)C(C)C)(C)C. The catalyst is CN(C)C=O.CN(C)C1C=CN=CC=1. The product is [O:1]1[C:5]2[CH:6]=[CH:7][C:8]([C:10]3[S:11][CH:12]=[C:13]([C:15]([NH:19][C:20]4[NH:24][C:23]5[CH:25]=[CH:26][C:27]([C:29]([N:31]6[CH2:32][CH2:33][N:34]([CH2:37][CH:38]7[CH2:42][CH2:41][CH2:40][O:39]7)[CH2:35][CH2:36]6)=[O:30])=[CH:28][C:22]=5[N:21]=4)=[O:17])[N:14]=3)=[CH:9][C:4]=2[CH2:3][CH2:2]1. The yield is 0.210. (2) The reactants are [Cl:1][C:2]1[CH:3]=[C:4]([C@@H:10]2[CH2:14][C:13](=[O:15])[N:12]([C:16]([O:18][C:19]([CH3:22])([CH3:21])[CH3:20])=[O:17])[C@H:11]2[CH3:23])[CH:5]=[CH:6][C:7]=1[O:8][CH3:9].[Li+].[CH3:25][Si]([N-][Si](C)(C)C)(C)C.CI. The catalyst is C1COCC1. The product is [Cl:1][C:2]1[CH:3]=[C:4]([C@@H:10]2[C@@H:14]([CH3:25])[C:13](=[O:15])[N:12]([C:16]([O:18][C:19]([CH3:22])([CH3:21])[CH3:20])=[O:17])[C@H:11]2[CH3:23])[CH:5]=[CH:6][C:7]=1[O:8][CH3:9]. The yield is 0.620. (3) No catalyst specified. The product is [S:10]1[CH:14]=[CH:13][C:1]([C:2]2([CH:7]=[CH:6][CH:5]=[CH:4][CH2:3]2)[CH2:18][CH2:19][OH:20])=[CH:11]1. The reactants are [CH2:1](Br)[C:2]1[CH:7]=[CH:6][CH:5]=[CH:4][CH:3]=1.[Mg].[S:10]1[CH:14]=[CH:13]C(C=O)=[CH:11]1.Cl.[CH3:18][CH2:19][O:20]CC. The yield is 0.780. (4) The reactants are [CH:1]1([CH2:4][C:5]2[N:6]=[C:7]([CH3:27])[NH:8][C:9](=[O:26])[C:10]=2[CH2:11][C:12]2[CH:17]=[CH:16][C:15]([C:18]3[C:19]([C:24]#[N:25])=[CH:20][CH:21]=[CH:22][CH:23]=3)=[CH:14][CH:13]=2)[CH2:3][CH2:2]1.[O:28]1[C:32]2[CH:33]=[CH:34][C:35](B(O)O)=[CH:36][C:31]=2[CH2:30][CH2:29]1.[N:40]1C=CC=CC=1.C(N(CC)CC)C.[C:53]([O:56]CC)(=[O:55])C. The catalyst is C([O-])(=O)C.[Cu+2].C([O-])(=O)C.ClCCl. The product is [CH:1]1([CH2:4][C:5]2[N:6]=[C:7]([CH3:27])[N:8]([C:35]3[CH:34]=[CH:33][C:32]4[O:28][CH2:29][CH2:30][C:31]=4[CH:36]=3)[C:9](=[O:26])[C:10]=2[CH2:11][C:12]2[CH:17]=[CH:16][C:15]([C:18]3[CH:23]=[CH:22][CH:21]=[CH:20][C:19]=3[C:24]3[NH:40][C:53](=[O:55])[O:56][N:25]=3)=[CH:14][CH:13]=2)[CH2:3][CH2:2]1. The yield is 0.460. (5) The reactants are Br[C:2]1[CH:10]=[CH:9][CH:8]=[C:7]2[C:3]=1[C:4]([C:15]([N:17]1[CH2:22][CH2:21][CH:20]([C:23]3[CH:24]=[C:25]([CH:34]=[CH:35][C:36]=3[F:37])[CH2:26][NH:27][C:28](=[O:33])[C:29]([F:32])([F:31])[F:30])[CH2:19][CH2:18]1)=[O:16])=[CH:5][N:6]2[CH2:11][CH2:12][O:13][CH3:14].[F:38][C:39]1[CH:40]=[C:41](B(O)O)[CH:42]=[CH:43][CH:44]=1.C(=O)([O-])[O-].[Cs+].[Cs+].C(Cl)Cl. The yield is 0.680. The catalyst is O1CCOCC1.O.C1C=CC(P(C2C=CC=CC=2)[C-]2C=CC=C2)=CC=1.C1C=CC(P(C2C=CC=CC=2)[C-]2C=CC=C2)=CC=1.Cl[Pd]Cl.[Fe+2]. The product is [F:30][C:29]([F:31])([F:32])[C:28]([NH:27][CH2:26][C:25]1[CH:34]=[CH:35][C:36]([F:37])=[C:23]([CH:20]2[CH2:21][CH2:22][N:17]([C:15]([C:4]3[C:3]4[C:7](=[CH:8][CH:9]=[CH:10][C:2]=4[C:43]4[CH:42]=[CH:41][CH:40]=[C:39]([F:38])[CH:44]=4)[N:6]([CH2:11][CH2:12][O:13][CH3:14])[CH:5]=3)=[O:16])[CH2:18][CH2:19]2)[CH:24]=1)=[O:33]. (6) The reactants are [NH2:1][C:2]1[C:11]2[C:6](=[C:7](Br)[CH:8]=[CH:9][CH:10]=2)[N:5]=[N:4][C:3]=1[C:13]([NH:15][CH2:16][CH2:17][CH3:18])=[O:14].[CH3:19][O:20][C:21]1[CH:22]=[C:23](B(O)O)[CH:24]=[CH:25][C:26]=1[O:27][CH3:28]. The yield is 0.777. No catalyst specified. The product is [NH2:1][C:2]1[C:11]2[C:6](=[C:7]([C:24]3[CH:23]=[CH:22][C:21]([O:20][CH3:19])=[C:26]([O:27][CH3:28])[CH:25]=3)[CH:8]=[CH:9][CH:10]=2)[N:5]=[N:4][C:3]=1[C:13]([NH:15][CH2:16][CH2:17][CH3:18])=[O:14]. (7) The reactants are Br[CH2:2][C@@H:3]1[CH2:7][C:6]([F:9])([F:8])[CH2:5][N:4]1[C:10]1[CH:15]=[CH:14][C:13]([N+:16]([O-])=O)=[C:12]([C:19]([F:22])([F:21])[F:20])[CH:11]=1. The catalyst is C(OCC)(=O)C.[Pd]. The product is [F:9][C:6]1([F:8])[CH2:5][N:4]([C:10]2[CH:15]=[CH:14][C:13]([NH2:16])=[C:12]([C:19]([F:20])([F:21])[F:22])[CH:11]=2)[C@H:3]([CH3:2])[CH2:7]1. The yield is 0.990. (8) The catalyst is CO. The product is [Br:14][C:5]1[CH:6]=[CH:7][C:2]([OH:1])=[C:3]([N+:8]([O-:10])=[O:9])[N:4]=1. The yield is 0.960. The reactants are [OH:1][C:2]1[C:3]([N+:8]([O-:10])=[O:9])=[N:4][CH:5]=[CH:6][CH:7]=1.C[O-].[Na+].[Br:14]Br.